From a dataset of Reaction yield outcomes from USPTO patents with 853,638 reactions. Predict the reaction yield, written as a fraction of the theoretical maximum amount of product (1.0 means a 100% yield; for example, 0.34 means a 34% yield). (1) The reactants are [CH3:1][NH:2][C:3]1[N:8]=[C:7]([Br:9])[CH:6]=[CH:5][CH:4]=1.[CH2:10]([N:17]=[C:18]=[O:19])[CH2:11][CH2:12][CH2:13][CH2:14][CH2:15][CH3:16]. No catalyst specified. The product is [Br:9][C:7]1[N:8]=[C:3]([N:2]([CH3:1])[C:18]([NH:17][CH2:10][CH2:11][CH2:12][CH2:13][CH2:14][CH2:15][CH3:16])=[O:19])[CH:4]=[CH:5][CH:6]=1. The yield is 0.710. (2) The reactants are [Cl:1][CH2:2][C@@H:3]([OH:27])[CH2:4][O:5][C:6]1[CH:11]=[CH:10][C:9]([C:12]([C:15]2[CH:26]=[CH:25][C:18]([O:19][CH2:20][C@H:21]([OH:24])[CH2:22][OH:23])=[CH:17][CH:16]=2)([CH3:14])[CH3:13])=[CH:8][CH:7]=1.C(O[C:32](=[O:34])[CH3:33])(=O)C. The catalyst is N1C=CC=CC=1.CN(C1C=CN=CC=1)C. The product is [C:4]([O:23][CH2:22][C@@H:21]([O:24][C:32](=[O:34])[CH3:33])[CH2:20][O:19][C:18]1[CH:17]=[CH:16][C:15]([C:12]([C:9]2[CH:8]=[CH:7][C:6]([O:5][CH2:4][C@H:3]([O:27][C:18](=[O:19])[CH3:17])[CH2:2][Cl:1])=[CH:11][CH:10]=2)([CH3:14])[CH3:13])=[CH:26][CH:25]=1)(=[O:5])[CH3:3]. The yield is 0.940. (3) The reactants are [CH:1]1([C:7]2[N:12]([C:13]3[CH:18]=[CH:17][C:16]([Cl:19])=[CH:15][C:14]=3[Cl:20])[C:11](=[O:21])[CH:10]=[C:9]([OH:22])[N:8]=2)[CH2:6][CH2:5][CH2:4][CH2:3][CH2:2]1.[Cl-].C[Al+]C.CCCCCC.ClC1C=C(Cl)C=C[C:35]=1[NH2:36].C1(C#N)CCCCC1.C(OCC)(=O)[CH2:51][C:52]([O:54]CC)=[O:53].C[O-:62].[Na+]. The catalyst is C1(C)C=CC=CC=1.O.COCCO. The product is [CH:1]1([C:7]2[N:12]([C:13]3[CH:18]=[CH:17][C:16]([Cl:19])=[CH:15][C:14]=3[Cl:20])[C:11](=[O:21])[C:10]([C:35]([NH:36][CH2:51][C:52]([OH:54])=[O:53])=[O:62])=[C:9]([OH:22])[N:8]=2)[CH2:2][CH2:3][CH2:4][CH2:5][CH2:6]1. The yield is 0.370. (4) The reactants are [CH:1]1([CH2:6][CH:7]([C:18]2[NH:22][C:21]([C:23](=[S:25])[NH2:24])=[C:20]([CH3:26])[CH:19]=2)[C:8]2[CH:13]=[CH:12][C:11]([S:14]([CH3:17])(=[O:16])=[O:15])=[CH:10][CH:9]=2)[CH2:5][CH2:4][CH2:3][CH2:2]1.Br[CH2:28][CH:29](OCC)OCC. The catalyst is CN(C)C(=O)C.C(OCC)(=O)C. The product is [CH:1]1([CH2:6][CH:7]([C:18]2[NH:22][C:21]([C:23]3[S:25][CH:28]=[CH:29][N:24]=3)=[C:20]([CH3:26])[CH:19]=2)[C:8]2[CH:9]=[CH:10][C:11]([S:14]([CH3:17])(=[O:16])=[O:15])=[CH:12][CH:13]=2)[CH2:5][CH2:4][CH2:3][CH2:2]1. The yield is 0.470. (5) The reactants are [F:1][C:2]1[C:11]([CH2:12][N:13]2C(=O)C3C(=CC=CC=3)C2=O)=[C:10]([F:24])[CH:9]=[C:8]2[C:3]=1[CH:4]=[CH:5][CH:6]=[N:7]2.O.NN. The catalyst is CO. The product is [F:1][C:2]1[C:11]([CH2:12][NH2:13])=[C:10]([F:24])[CH:9]=[C:8]2[C:3]=1[CH:4]=[CH:5][CH:6]=[N:7]2. The yield is 0.880. (6) The reactants are [F:1][C:2]1[CH:7]=[CH:6][C:5]([N:8]2[C:16]3[C:11](=[CH:12][C:13]([CH:17]=[O:18])=[CH:14][CH:15]=3)[CH:10]=[N:9]2)=[CH:4][CH:3]=1.[CH2:19]([Mg]Br)[C:20]1[CH:25]=[CH:24][CH:23]=[CH:22][CH:21]=1. The catalyst is C1COCC1. The product is [F:1][C:2]1[CH:3]=[CH:4][C:5]([N:8]2[C:16]3[C:11](=[CH:12][C:13]([CH:17]([OH:18])[CH2:19][C:20]4[CH:25]=[CH:24][CH:23]=[CH:22][CH:21]=4)=[CH:14][CH:15]=3)[CH:10]=[N:9]2)=[CH:6][CH:7]=1. The yield is 1.00. (7) The reactants are Br.[CH3:2][N:3]([CH3:25])[CH2:4][CH2:5][CH2:6][C:7]1([C:18]2[CH:23]=[CH:22][C:21]([F:24])=[CH:20][CH:19]=2)[C:11]2[CH:12]=[CH:13][C:14]([C:16]#[N:17])=[CH:15][C:10]=2[CH2:9][O:8]1.[NH:26]1[CH2:31][CH2:30][O:29][CH2:28][CH2:27]1. No catalyst specified. The product is [CH3:25][N:3]([CH3:2])[CH2:4][CH2:5][CH2:6][C:7]1([C:18]2[CH:19]=[CH:20][C:21]([F:24])=[CH:22][CH:23]=2)[C:11]2[CH:12]=[CH:13][C:14]([C:16]([N:26]3[CH2:31][CH2:30][O:29][CH2:28][CH2:27]3)=[NH:17])=[CH:15][C:10]=2[CH2:9][O:8]1. The yield is 0.150. (8) The reactants are [C:1]([C:3]([CH3:35])([CH2:28][C:29]1[CH:34]=[CH:33][CH:32]=[CH:31][CH:30]=1)[CH2:4][NH:5][C:6]([C:8]1[C:12]([NH:13][C:14]([C:16]2[CH:21]=[CH:20][CH:19]=[CH:18][N:17]=2)=[O:15])=[CH:11][N:10](C2CCCCO2)[N:9]=1)=[O:7])#[N:2].O.C1(C)C=CC(S(O)(=O)=O)=CC=1. The catalyst is C(O)C.C(Cl)(Cl)Cl.C(=O)([O-])O.[Na+]. The product is [C:1]([C:3]([CH3:35])([CH2:28][C:29]1[CH:34]=[CH:33][CH:32]=[CH:31][CH:30]=1)[CH2:4][NH:5][C:6]([C:8]1[C:12]([NH:13][C:14]([C:16]2[CH:21]=[CH:20][CH:19]=[CH:18][N:17]=2)=[O:15])=[CH:11][NH:10][N:9]=1)=[O:7])#[N:2]. The yield is 0.760.